From a dataset of Peptide-MHC class I binding affinity with 185,985 pairs from IEDB/IMGT. Regression. Given a peptide amino acid sequence and an MHC pseudo amino acid sequence, predict their binding affinity value. This is MHC class I binding data. (1) The peptide sequence is RADEINAIL. The MHC is HLA-B15:09 with pseudo-sequence HLA-B15:09. The binding affinity (normalized) is 0.211. (2) The peptide sequence is ILSEKRKDT. The MHC is HLA-A02:06 with pseudo-sequence HLA-A02:06. The binding affinity (normalized) is 0.104. (3) The peptide sequence is TTYQRTRAL. The MHC is HLA-B14:01 with pseudo-sequence HLA-B14:02. The binding affinity (normalized) is 0.127. (4) The MHC is HLA-A11:01 with pseudo-sequence HLA-A11:01. The peptide sequence is HMVRCCKVY. The binding affinity (normalized) is 0.0206.